This data is from Full USPTO retrosynthesis dataset with 1.9M reactions from patents (1976-2016). The task is: Predict the reactants needed to synthesize the given product. Given the product [CH3:18][C:19]1[CH:24]=[C:23]([CH3:25])[CH:22]=[CH:21][C:20]=1[N:26]1[CH2:27][CH2:28][N:29]([C:11]([C:10]2[CH:14]=[CH:15][C:7]([N:3]3[CH2:4][CH2:5][CH2:6][S:2]3(=[O:1])=[O:17])=[CH:8][C:9]=2[F:16])=[O:13])[CH2:30][CH2:31]1, predict the reactants needed to synthesize it. The reactants are: [O:1]=[S:2]1(=[O:17])[CH2:6][CH2:5][CH2:4][N:3]1[C:7]1[CH:15]=[CH:14][C:10]([C:11]([OH:13])=O)=[C:9]([F:16])[CH:8]=1.[CH3:18][C:19]1[CH:24]=[C:23]([CH3:25])[CH:22]=[CH:21][C:20]=1[N:26]1[CH2:31][CH2:30][NH:29][CH2:28][CH2:27]1.